Dataset: Full USPTO retrosynthesis dataset with 1.9M reactions from patents (1976-2016). Task: Predict the reactants needed to synthesize the given product. (1) Given the product [O:1]1[CH2:6][CH2:5][CH:4]([CH:7]2[C:16]3[C:11](=[CH:12][CH:13]=[CH:14][CH:15]=3)[N:10]([CH2:18][C:19]([NH2:21])=[O:20])[CH2:9][CH2:8]2)[CH2:3][CH2:2]1, predict the reactants needed to synthesize it. The reactants are: [O:1]1[CH2:6][CH2:5][CH:4]([CH:7]2[C:16]3[C:11](=[CH:12][CH:13]=[CH:14][CH:15]=3)[NH:10][CH2:9][CH2:8]2)[CH2:3][CH2:2]1.I[CH2:18][C:19]([NH2:21])=[O:20].CCN(C(C)C)C(C)C.[OH-].[Na+]. (2) Given the product [CH2:31]([S:1][C:2]1[N:3]([C:13]2[CH:14]=[CH:15][C:16]([O:19][CH2:20][C:21]([F:23])([F:22])[F:24])=[CH:17][CH:18]=2)[C:4](=[O:12])[C:5]2[NH:10][C:9]([OH:11])=[CH:8][C:6]=2[N:7]=1)[CH3:32], predict the reactants needed to synthesize it. The reactants are: [S:1]=[C:2]1[NH:7][C:6]2=[CH:8][C:9](=[O:11])[NH:10][CH:5]2[C:4](=[O:12])[N:3]1[C:13]1[CH:18]=[CH:17][C:16]([O:19][CH2:20][C:21]([F:24])([F:23])[F:22])=[CH:15][CH:14]=1.C(=O)([O-])O.[Na+].I[CH2:31][CH3:32].C(#N)C. (3) Given the product [Cl:1][C:2]1[CH:7]=[CH:6][C:5]([S:8]([CH:11]2[C:20]3[C:15](=[C:16]([F:22])[CH:17]=[CH:18][C:19]=3[F:21])[O:14][CH2:13][CH:12]2[CH2:23][CH2:24][C:27]#[N:28])(=[O:10])=[O:9])=[CH:4][CH:3]=1, predict the reactants needed to synthesize it. The reactants are: [Cl:1][C:2]1[CH:7]=[CH:6][C:5]([S:8]([CH:11]2[C:20]3[C:15](=[C:16]([F:22])[CH:17]=[CH:18][C:19]=3[F:21])[O:14][CH2:13][CH:12]2[CH2:23][CH2:24]I)(=[O:10])=[O:9])=[CH:4][CH:3]=1.C[C:27]#[N:28]. (4) Given the product [N:7]1([C@@H:14]([CH3:18])[CH2:15][NH2:17])[CH2:13][CH2:12][CH2:11][CH2:10][CH2:9][CH2:8]1, predict the reactants needed to synthesize it. The reactants are: [H-].[H-].[H-].[H-].[Li+].[Al+3].[N:7]1([C@@H:14]([CH3:18])[C:15]([NH2:17])=O)[CH2:13][CH2:12][CH2:11][CH2:10][CH2:9][CH2:8]1. (5) Given the product [CH:35]1([C:32]2[CH:33]=[CH:34][C:29]([NH:28][C:26](=[O:27])[CH2:25][N:5]([CH2:6][C:7]3[CH:23]=[CH:22][C:10]([O:11][C:12]([CH3:21])([CH3:20])[C:13]([O:15][C:16]([CH3:18])([CH3:17])[CH3:19])=[O:14])=[CH:9][CH:8]=3)[CH2:4][CH2:3][O:2][CH3:1])=[C:30]([CH3:41])[CH:31]=2)[CH2:36][CH2:37][CH2:38][CH2:39][CH2:40]1, predict the reactants needed to synthesize it. The reactants are: [CH3:1][O:2][CH2:3][CH2:4][NH:5][CH2:6][C:7]1[CH:23]=[CH:22][C:10]([O:11][C:12]([CH3:21])([CH3:20])[C:13]([O:15][C:16]([CH3:19])([CH3:18])[CH3:17])=[O:14])=[CH:9][CH:8]=1.Br[CH2:25][C:26]([NH:28][C:29]1[CH:34]=[CH:33][C:32]([CH:35]2[CH2:40][CH2:39][CH2:38][CH2:37][CH2:36]2)=[CH:31][C:30]=1[CH3:41])=[O:27].C(=O)(O)[O-].[Na+].O. (6) The reactants are: [Cl:1][C:2]1[CH:21]=[C:20]([F:22])[CH:19]=[CH:18][C:3]=1[CH2:4][N:5]1[C:9]([CH2:10][CH2:11][CH2:12][OH:13])=[CH:8][C:7]([O:14][CH:15]([CH3:17])[CH3:16])=[N:6]1.O[C:24]1[C:29]([CH2:30][C:31]([O:33][CH3:34])=[O:32])=[CH:28][CH:27]=[CH:26][N:25]=1.C(P(CCCC)CCCC)CCC.N(C(N1CCCCC1)=O)=NC(N1CCCCC1)=O. Given the product [Cl:1][C:2]1[CH:21]=[C:20]([F:22])[CH:19]=[CH:18][C:3]=1[CH2:4][N:5]1[C:9]([CH2:10][CH2:11][CH2:12][O:13][C:24]2[C:29]([CH2:30][C:31]([O:33][CH3:34])=[O:32])=[CH:28][CH:27]=[CH:26][N:25]=2)=[CH:8][C:7]([O:14][CH:15]([CH3:17])[CH3:16])=[N:6]1, predict the reactants needed to synthesize it.